Dataset: Human liver microsome stability data. Task: Regression/Classification. Given a drug SMILES string, predict its absorption, distribution, metabolism, or excretion properties. Task type varies by dataset: regression for continuous measurements (e.g., permeability, clearance, half-life) or binary classification for categorical outcomes (e.g., BBB penetration, CYP inhibition). Dataset: hlm. (1) The molecule is O=S(=O)(c1ccccc1)c1ccc2c(c1)O[C@H]1CNCC[C@@H]21. The result is 0 (unstable in human liver microsomes). (2) The compound is O=C(CCCCCNC(=O)NC(=O)c1ccc2c(c1)nc(CCc1ccccc1)n2CCN1CCCC1)NO. The result is 1 (stable in human liver microsomes). (3) The drug is O=C(NCCc1nc(-c2ccccc2)cs1)c1ccccc1. The result is 1 (stable in human liver microsomes). (4) The compound is Cc1ccccc1S(=O)(=O)N1CC=C(c2ccc(C(=O)NCc3ccc(F)cc3)nn2)CC1. The result is 1 (stable in human liver microsomes). (5) The result is 1 (stable in human liver microsomes). The molecule is C[C@@H](c1ccc(Cl)cc1)N1Cc2cncn2C(CC2CC2)S1(=O)=O.